This data is from Catalyst prediction with 721,799 reactions and 888 catalyst types from USPTO. The task is: Predict which catalyst facilitates the given reaction. (1) Reactant: [NH2:1][C:2]1[O:6][CH:5]([C:7]2[CH:12]=[C:11]([Cl:13])[CH:10]=[C:9]([Cl:14])[CH:8]=2)[C:4](=[O:15])[C:3]=1[OH:16].C(N(CC)CC)C.[C:24]1([CH2:30][S:31](Cl)(=[O:33])=[O:32])[CH:29]=[CH:28][CH:27]=[CH:26][CH:25]=1.[Cl-].[NH4+]. Product: [Cl:13][C:11]1[CH:12]=[C:7]([CH:5]2[C:4](=[O:15])[C:3]([O:16][S:31]([CH2:30][C:24]3[CH:29]=[CH:28][CH:27]=[CH:26][CH:25]=3)(=[O:33])=[O:32])=[C:2]([NH2:1])[O:6]2)[CH:8]=[C:9]([Cl:14])[CH:10]=1. The catalyst class is: 1. (2) The catalyst class is: 12. Product: [ClH:33].[CH3:6][NH:7][C@@H:8]([CH3:9])[C:10]([NH:11][C@@H:12]1[C:18](=[O:19])[N:17]([CH2:20][C:21]2[S:22][CH:23]=[CH:24][CH:25]=2)[C:16]2[CH:26]=[CH:27][CH:28]=[CH:29][C:15]=2[CH2:14][CH2:13]1)=[O:30]. Reactant: C(O[C:6](=O)[N:7](C)[C@H:8]([C:10](=[O:30])[NH:11][C@@H:12]1[C:18](=[O:19])[N:17]([CH2:20][C:21]2[S:22][CH:23]=[CH:24][CH:25]=2)[C:16]2[CH:26]=[CH:27][CH:28]=[CH:29][C:15]=2[CH2:14][CH2:13]1)[CH3:9])(C)(C)C.[ClH:33].CC#N.O. (3) Reactant: [F:1][C:2]1[CH:3]=[C:4]2[C:9](=[CH:10][CH:11]=1)[N:8]=[C:7]([C:12]1[CH:17]=[CH:16][CH:15]=[C:14]([C:18]([F:21])([F:20])[F:19])[CH:13]=1)[C:6]([CH3:22])=[C:5]2[C:23]([OH:25])=[O:24].[C:26](Cl)(=O)C(Cl)=O.CO. Product: [F:1][C:2]1[CH:3]=[C:4]2[C:9](=[CH:10][CH:11]=1)[N:8]=[C:7]([C:12]1[CH:17]=[CH:16][CH:15]=[C:14]([C:18]([F:21])([F:19])[F:20])[CH:13]=1)[C:6]([CH3:22])=[C:5]2[C:23]([O:25][CH3:26])=[O:24]. The catalyst class is: 174. (4) Reactant: [CH2:1]([O:3][C:4](=[O:13])[C:5]([C:11]#[N:12])=[C:6]1[O:10][CH2:9][CH2:8][O:7]1)[CH3:2].FC(F)(F)C(O)=O.[CH:21]1([NH:24][C:25](=[O:35])[C:26]2[CH:31]=[CH:30][C:29]([CH3:32])=[C:28]([NH:33][NH2:34])[CH:27]=2)[CH2:23][CH2:22]1.C(N(CC)CC)C. Product: [CH2:1]([O:3][C:4]([C:5]1[C:6]([O:7][CH2:8][CH2:9][OH:10])=[N:34][N:33]([C:28]2[CH:27]=[C:26]([C:25](=[O:35])[NH:24][CH:21]3[CH2:23][CH2:22]3)[CH:31]=[CH:30][C:29]=2[CH3:32])[C:11]=1[NH2:12])=[O:13])[CH3:2]. The catalyst class is: 8. (5) Product: [NH2:34][C:32]([C:29]1[CH:28]=[CH:27][C:26]([N:25]2[C:14](=[O:16])[C:13]3[C:12](=[CH:11][C:10]([C:8]([NH:7][CH2:6][C:5]4[CH:4]=[CH:3][C:2]([Cl:1])=[CH:24][CH:23]=4)=[O:9])=[CH:19][CH:18]=3)[NH:20][C:21]2=[S:22])=[N:31][CH:30]=1)=[O:33]. Reactant: [Cl:1][C:2]1[CH:24]=[CH:23][C:5]([CH2:6][NH:7][C:8]([C:10]2[CH:19]=[CH:18][C:13]([C:14]([O:16]C)=O)=[C:12]([N:20]=[C:21]=[S:22])[CH:11]=2)=[O:9])=[CH:4][CH:3]=1.[NH2:25][C:26]1[N:31]=[CH:30][C:29]([C:32]([NH2:34])=[O:33])=[CH:28][CH:27]=1. The catalyst class is: 16. (6) Reactant: [NH2:1][C:2]1[NH:3][CH:4]=[C:5]([C:7]2[CH:16]=[CH:15][C:14]3[C:9](=[CH:10][CH:11]=[CH:12][CH:13]=3)[CH:8]=2)[N:6]=1.[C:17]1(=[O:27])[O:22][C:20](=[O:21])[C:19]2=[CH:23][CH:24]=[CH:25][CH:26]=[C:18]12. Product: [CH:8]1[C:9]2[C:14](=[CH:13][CH:12]=[CH:11][CH:10]=2)[CH:15]=[CH:16][C:7]=1[C:5]1[N:6]=[C:2]([NH:1][C:17]([C:18]2[CH:26]=[CH:25][CH:24]=[CH:23][C:19]=2[C:20]([OH:22])=[O:21])=[O:27])[NH:3][CH:4]=1. The catalyst class is: 17. (7) Reactant: [CH3:1][O:2][C:3]1[N:4]=[CH:5][CH:6]=[C:7]2[C:11]([C:12]3[CH:17]=[CH:16][CH:15]=[CH:14][CH:13]=3)=[N:10][NH:9][C:8]=12.I[C:19]1[CH:23]=[CH:22][S:21][CH:20]=1.N1CCC[C@H]1C(O)=O.C(=O)([O-])[O-].[K+].[K+]. Product: [CH3:1][O:2][C:3]1[N:4]=[CH:5][CH:6]=[C:7]2[C:11]([C:12]3[CH:13]=[CH:14][CH:15]=[CH:16][CH:17]=3)=[N:10][N:9]([C:19]3[CH:23]=[CH:22][S:21][CH:20]=3)[C:8]=12. The catalyst class is: 156. (8) Reactant: [N+:1]([C:4]1[CH:5]=[CH:6][C:7]([Cl:11])=[C:8]([OH:10])[CH:9]=1)([O-:3])=[O:2].[CH3:12][O:13][CH2:14][CH2:15]Cl.C([O-])([O-])=O.[K+].[K+]. Product: [Cl:11][C:7]1[CH:6]=[CH:5][C:4]([N+:1]([O-:3])=[O:2])=[CH:9][C:8]=1[O:10][CH2:15][CH2:14][O:13][CH3:12]. The catalyst class is: 3. (9) Reactant: [NH2:1][CH2:2][C:3]1([NH2:11])[CH:8]2[CH2:9][CH2:10][N:5]([CH2:6][CH2:7]2)[CH2:4]1.[CH3:12][O:13][C:14]1[N:15]=[CH:16][C:17]2[N:22]=[C:21]([N:23]=[C:24](SC)SC)[S:20][C:18]=2[N:19]=1. Product: [CH3:12][O:13][C:14]1[N:15]=[CH:16][C:17]2[N:22]=[C:21]([NH:23][C:24]3[NH:1][CH2:2][C:3]4([CH2:4][N:5]5[CH2:6][CH2:7][CH:8]4[CH2:9][CH2:10]5)[N:11]=3)[S:20][C:18]=2[N:19]=1. The catalyst class is: 9. (10) The catalyst class is: 3. Product: [Cl:35][C:32]1[CH:31]=[CH:30][C:29]([C:26]2[S:27][CH:28]=[C:24]([CH2:23][S:22][C:4]3[C:5]([C:20]#[N:21])=[C:6]([C:10]4[CH:11]=[CH:12][C:13]([O:16][CH2:17][CH2:18][OH:19])=[CH:14][CH:15]=4)[C:7]([C:8]#[N:9])=[C:2]([NH:40][CH:36]4[CH2:39][CH2:38][CH2:37]4)[N:3]=3)[N:25]=2)=[CH:34][CH:33]=1. Reactant: Cl[C:2]1[C:7]([C:8]#[N:9])=[C:6]([C:10]2[CH:15]=[CH:14][C:13]([O:16][CH2:17][CH2:18][OH:19])=[CH:12][CH:11]=2)[C:5]([C:20]#[N:21])=[C:4]([S:22][CH2:23][C:24]2[N:25]=[C:26]([C:29]3[CH:34]=[CH:33][C:32]([Cl:35])=[CH:31][CH:30]=3)[S:27][CH:28]=2)[N:3]=1.[CH:36]1([NH2:40])[CH2:39][CH2:38][CH2:37]1.